Dataset: Forward reaction prediction with 1.9M reactions from USPTO patents (1976-2016). Task: Predict the product of the given reaction. (1) Given the reactants F[P-](F)(F)(F)(F)F.N1(OC(N(C)C)=[N+](C)C)C2N=CC=CC=2N=N1.[C:25]([O:29][C:30]([NH:32][C:33]1([C:48](O)=[O:49])[CH2:38][CH2:37][N:36]([C:39]2[C:40]3[CH:47]=[CH:46][NH:45][C:41]=3[N:42]=[CH:43][N:44]=2)[CH2:35][CH2:34]1)=[O:31])([CH3:28])([CH3:27])[CH3:26].CCN(C(C)C)C(C)C.[NH2:60][C@@H:61]([C:67]1[CH:72]=[CH:71][C:70]([Cl:73])=[CH:69][CH:68]=1)[CH2:62][C:63]([O:65][CH3:66])=[O:64], predict the reaction product. The product is: [C:25]([O:29][C:30]([NH:32][C:33]1([C:48]([NH:60][C@@H:61]([C:67]2[CH:68]=[CH:69][C:70]([Cl:73])=[CH:71][CH:72]=2)[CH2:62][C:63]([O:65][CH3:66])=[O:64])=[O:49])[CH2:38][CH2:37][N:36]([C:39]2[C:40]3[CH:47]=[CH:46][NH:45][C:41]=3[N:42]=[CH:43][N:44]=2)[CH2:35][CH2:34]1)=[O:31])([CH3:26])([CH3:28])[CH3:27]. (2) Given the reactants [CH3:1][O:2][C:3]1[CH:4]=[CH:5][C:6]([C:9]([OH:11])=O)=[N:7][CH:8]=1.C(OC(=O)[NH:18][C:19]1[O:20][CH2:21][CH2:22][C@:23]([C:26]2[CH:31]=[C:30]([NH2:32])[CH:29]=[CH:28][C:27]=2[F:33])([CH3:25])[N:24]=1)(C)(C)C, predict the reaction product. The product is: [NH2:18][C:19]1[O:20][CH2:21][CH2:22][C@:23]([C:26]2[CH:31]=[C:30]([NH:32][C:9]([C:6]3[CH:5]=[CH:4][C:3]([O:2][CH3:1])=[CH:8][N:7]=3)=[O:11])[CH:29]=[CH:28][C:27]=2[F:33])([CH3:25])[N:24]=1. (3) The product is: [NH:24]1[CH2:25][CH2:26][CH2:27][C@H:22]([O:21][CH2:20][CH2:19][NH:18][C:16](=[O:17])[O:15][CH2:14][C:8]2[CH:13]=[CH:12][CH:11]=[CH:10][CH:9]=2)[CH2:23]1. Given the reactants Cl.C(OCC)(=O)C.[C:8]1([CH2:14][O:15][C:16]([NH:18][CH2:19][CH2:20][O:21][C@H:22]2[CH2:27][CH2:26][CH2:25][N:24](C(OC(C)(C)C)=O)[CH2:23]2)=[O:17])[CH:13]=[CH:12][CH:11]=[CH:10][CH:9]=1.Cl, predict the reaction product. (4) Given the reactants [CH2:1]=[C:2]1[CH2:7][CH2:6][N:5]([C:8]([O:10][CH2:11][C:12]2[CH:17]=[CH:16][CH:15]=[CH:14][CH:13]=2)=[O:9])[CH2:4][CH2:3]1.Cl[C:19](Cl)(Cl)[C:20](Cl)=[O:21].[Cl-].[NH4+], predict the reaction product. The product is: [O:21]=[C:20]1[CH2:19][C:2]2([CH2:7][CH2:6][N:5]([C:8]([O:10][CH2:11][C:12]3[CH:13]=[CH:14][CH:15]=[CH:16][CH:17]=3)=[O:9])[CH2:4][CH2:3]2)[CH2:1]1.